Dataset: Catalyst prediction with 721,799 reactions and 888 catalyst types from USPTO. Task: Predict which catalyst facilitates the given reaction. (1) Reactant: [CH2:1]([C:5]1[N:6]=[C:7]([CH2:27][CH3:28])[NH:8][C:9](=[O:26])[C:10]=1[CH2:11][C:12]1[CH:17]=[CH:16][C:15]([C:18]2[C:19]([C:24]#[N:25])=[CH:20][CH:21]=[CH:22][CH:23]=2)=[CH:14][CH:13]=1)[CH2:2][CH2:3][CH3:4].[CH3:29][O:30][C:31]1[CH:36]=[CH:35][C:34](B(O)O)=[CH:33][CH:32]=1.N1C=CC=CC=1.C(N(CC)CC)C. Product: [CH2:1]([C:5]1[N:6]=[C:7]([CH2:27][CH3:28])[N:8]([C:34]2[CH:35]=[CH:36][C:31]([O:30][CH3:29])=[CH:32][CH:33]=2)[C:9](=[O:26])[C:10]=1[CH2:11][C:12]1[CH:17]=[CH:16][C:15]([C:18]2[C:19]([C:24]#[N:25])=[CH:20][CH:21]=[CH:22][CH:23]=2)=[CH:14][CH:13]=1)[CH2:2][CH2:3][CH3:4]. The catalyst class is: 651. (2) Reactant: [Cl:1][C:2]1[N:7]=[C:6](Cl)[C:5]([F:9])=[CH:4][N:3]=1.[NH2:10][C:11]1[CH:12]=[C:13]([NH:17][C:18](=[O:24])[O:19][C:20]([CH3:23])([CH3:22])[CH3:21])[CH:14]=[CH:15][CH:16]=1.CCN(C(C)C)C(C)C. Product: [Cl:1][C:2]1[N:7]=[C:6]([NH:10][C:11]2[CH:12]=[C:13]([NH:17][C:18](=[O:24])[O:19][C:20]([CH3:22])([CH3:21])[CH3:23])[CH:14]=[CH:15][CH:16]=2)[C:5]([F:9])=[CH:4][N:3]=1. The catalyst class is: 1. (3) Reactant: [CH2:1]1CCN2C(=NCCC2)CC1.[CH3:12][S:13][C:14]1[NH:15][C:16](=[O:29])[C:17]2[C:22]([C:23]3[CH:28]=[CH:27][CH:26]=[CH:25][CH:24]=3)=[CH:21][O:20][C:18]=2[N:19]=1.C(=O)([O-])[O-].[K+].[K+].IC. Product: [CH3:1][N:15]1[C:16](=[O:29])[C:17]2[C:22]([C:23]3[CH:28]=[CH:27][CH:26]=[CH:25][CH:24]=3)=[CH:21][O:20][C:18]=2[N:19]=[C:14]1[S:13][CH3:12]. The catalyst class is: 18. (4) Reactant: [CH2:1]([O:3][CH:4]([O:7][CH2:8][CH3:9])[CH2:5]Br)[CH3:2].C(=O)([O-])[O-].[Cs+].[Cs+].CN(C)C(=O)C.[Cl:22][C:23]1[CH:24]=[C:25]([OH:30])[CH:26]=[N:27][C:28]=1[Cl:29]. Product: [Cl:29][C:28]1[C:23]([Cl:22])=[CH:24][C:25]([O:30][CH2:5][CH:4]([O:7][CH2:8][CH3:9])[O:3][CH2:1][CH3:2])=[CH:26][N:27]=1. The catalyst class is: 13. (5) Reactant: [H-].[Na+].[Cl:3][C:4]1[CH:9]=[C:8]([C:10]2[NH:18][C:17]3[C:12](=[N:13][CH:14]=[CH:15][CH:16]=3)[C:11]=2[C:19]2[CH:24]=[CH:23][C:22]([F:25])=[CH:21][CH:20]=2)[CH:7]=[CH:6][N:5]=1.Br[CH2:27][CH2:28][F:29].[Cl-].[NH4+]. Product: [Cl:3][C:4]1[CH:9]=[C:8]([C:10]2[N:18]([CH2:27][CH2:28][F:29])[C:17]3[C:12](=[N:13][CH:14]=[CH:15][CH:16]=3)[C:11]=2[C:19]2[CH:24]=[CH:23][C:22]([F:25])=[CH:21][CH:20]=2)[CH:7]=[CH:6][N:5]=1. The catalyst class is: 9. (6) Reactant: [S:1]1[CH:5]=[CH:4][CH:3]=[C:2]1NC.[S:8]1[CH2:14][C:12](=[O:13])[NH:11][C:9]1=S.[CH:15]([N:18](CC)C(C)C)(C)C. Product: [S:1]1[CH:5]=[CH:4][CH:3]=[C:2]1[CH2:15][NH:18][C:9]1[S:8][CH2:14][C:12](=[O:13])[N:11]=1. The catalyst class is: 10.